Dataset: Catalyst prediction with 721,799 reactions and 888 catalyst types from USPTO. Task: Predict which catalyst facilitates the given reaction. (1) Reactant: [N+:1]([C:4]1[CH:5]=[C:6]([CH:9]=[C:10]([N+:12]([O-:14])=[O:13])[CH:11]=1)[CH2:7][OH:8])([O-:3])=[O:2].[F:15][C:16]([F:43])([C:29]1[CH:34]=[CH:33][C:32]([O:35][CH2:36][CH2:37][CH2:38][C:39]([F:42])([F:41])[F:40])=[CH:31][CH:30]=1)[O:17][C:18]1[CH:23]=[CH:22][C:21](/[CH:24]=[CH:25]/[C:26](O)=[O:27])=[CH:20][CH:19]=1.Cl.CN(C)CCCN=C=NCC. Product: [F:15][C:16]([F:43])([C:29]1[CH:34]=[CH:33][C:32]([O:35][CH2:36][CH2:37][CH2:38][C:39]([F:42])([F:41])[F:40])=[CH:31][CH:30]=1)[O:17][C:18]1[CH:23]=[CH:22][C:21](/[CH:24]=[CH:25]/[C:26]([O:8][CH2:7][C:6]2[CH:5]=[C:4]([N+:1]([O-:3])=[O:2])[CH:11]=[C:10]([N+:12]([O-:14])=[O:13])[CH:9]=2)=[O:27])=[CH:20][CH:19]=1. The catalyst class is: 119. (2) Reactant: [F:1][C:2]([F:18])([F:17])[CH2:3][O:4][C:5]1[CH:14]=[CH:13][C:12]2[C:7](=[CH:8][CH:9]=[CH:10][CH:11]=2)[C:6]=1[CH:15]=[O:16].[BH4-].[Na+].Cl. Product: [F:1][C:2]([F:17])([F:18])[CH2:3][O:4][C:5]1[CH:14]=[CH:13][C:12]2[C:7](=[CH:8][CH:9]=[CH:10][CH:11]=2)[C:6]=1[CH2:15][OH:16]. The catalyst class is: 14. (3) Reactant: [N:1]1([CH2:7][CH2:8][NH:9][C:10]2[N:15]=[C:14]3[N:16](COCC[Si](C)(C)C)[N:17]=[C:18]([C:19]4[CH:24]=[CH:23][CH:22]=[C:21]([NH:25][CH2:26][C:27]5[S:28][CH:29]=[CH:30][CH:31]=5)[CH:20]=4)[C:13]3=[CH:12][N:11]=2)[CH2:6][CH2:5][O:4][CH2:3][CH2:2]1.C(O)(C(F)(F)F)=O. Product: [N:1]1([CH2:7][CH2:8][NH:9][C:10]2[N:15]=[C:14]3[NH:16][N:17]=[C:18]([C:19]4[CH:24]=[CH:23][CH:22]=[C:21]([NH:25][CH2:26][C:27]5[S:28][CH:29]=[CH:30][CH:31]=5)[CH:20]=4)[C:13]3=[CH:12][N:11]=2)[CH2:6][CH2:5][O:4][CH2:3][CH2:2]1. The catalyst class is: 4. (4) Reactant: [CH2:1](Br)[CH:2]=[CH2:3].[CH3:5][C:6]1[CH:18]=[C:17]([CH3:19])[CH:16]=[C:15]([CH3:20])[C:7]=1[C:8]([PH:10][CH2:11][CH:12]([CH3:14])[CH3:13])=[O:9].[Li].[OH:22]O. The catalyst class is: 6. Product: [CH3:5][C:6]1[CH:18]=[C:17]([CH3:19])[CH:16]=[C:15]([CH3:20])[C:7]=1[C:8]([P:10](=[O:22])([CH2:11][CH:12]([CH3:14])[CH3:13])[CH2:1][CH:2]=[CH2:3])=[O:9]. (5) Reactant: [C:1]1([C:7]([C:9]2[CH:21]=[CH:20][C:12]([C:13]([O:15][C:16]([CH3:19])([CH3:18])[CH3:17])=[O:14])=[CH:11][CH:10]=2)=[CH2:8])[CH:6]=[CH:5][CH:4]=[CH:3][CH:2]=1. Product: [C:1]1([CH:7]([C:9]2[CH:10]=[CH:11][C:12]([C:13]([O:15][C:16]([CH3:18])([CH3:17])[CH3:19])=[O:14])=[CH:20][CH:21]=2)[CH3:8])[CH:2]=[CH:3][CH:4]=[CH:5][CH:6]=1. The catalyst class is: 43. (6) Reactant: [OH:1][C:2]1[CH:7]=[CH:6][C:5]([S:8](Cl)(=[O:10])=[O:9])=[CH:4][CH:3]=1.O.[N-:13]=[N+:14]=[N-:15].[Na+]. Product: [OH:1][C:2]1[CH:7]=[CH:6][C:5]([S:8]([N:13]=[N+:14]=[N-:15])(=[O:10])=[O:9])=[CH:4][CH:3]=1. The catalyst class is: 21. (7) The catalyst class is: 10. Reactant: [Au:1].C1C2C(N(C(OC)=O)[CH2:16][CH2:17][O:18][CH2:19][CH2:20][O:21][CH2:22][CH2:23][O:24][CH2:25][CH2:26][O:27][CH2:28][CH2:29][O:30][CH2:31][C:32]([OH:34])=O)C3C(=CC=CC=3)C=2C=CC=1.F[P-](F)(F)(F)(F)F.N1([O:55][P+](N2CCCC2)(N2CCCC2)N2CCCC2)C2C=CC=CC=2N=N1.C(N(CC)C(C)C)(C)C.C(O)(=O)C. Product: [Au:1].[CH2:32]([OH:34])[CH2:31][O:30][CH2:29][CH2:28][O:27][CH2:26][CH2:25][O:24][CH2:23][CH2:22][O:21][CH2:20][CH2:19][O:18][CH2:17][CH2:16][OH:55]. (8) Reactant: [CH3:1][O:2][C:3]1[N:8]=[CH:7][C:6]([CH:9]=[N:10][OH:11])=[CH:5][CH:4]=1.C(=O)(O)[O-].[Na+].[ClH:17]. Product: [OH:11][N:10]=[C:9]([Cl:17])[C:6]1[CH:7]=[N:8][C:3]([O:2][CH3:1])=[CH:4][CH:5]=1. The catalyst class is: 6. (9) Reactant: [NH2:1][CH2:2][C@@H:3]1[O:7][C:6](=[O:8])[N:5]([C:9]2[CH:14]=[CH:13][C:12]([CH:15]3[CH2:20][CH2:19][S:18](=[O:22])(=[O:21])[CH2:17][CH2:16]3)=[C:11]([F:23])[CH:10]=2)[CH2:4]1.[C:24](Cl)(=[O:36])[O:25][CH2:26][O:27][C:28](=[O:35])[C:29]1[CH:34]=[CH:33][CH:32]=[CH:31][CH:30]=1. Product: [O:22]=[S:18]1(=[O:21])[CH2:19][CH2:20][CH:15]([C:12]2[CH:13]=[CH:14][C:9]([N:5]3[CH2:4][C@H:3]([CH2:2][NH:1][C:24]([O:25][CH2:26][O:27][C:28](=[O:35])[C:29]4[CH:34]=[CH:33][CH:32]=[CH:31][CH:30]=4)=[O:36])[O:7][C:6]3=[O:8])=[CH:10][C:11]=2[F:23])[CH2:16][CH2:17]1. The catalyst class is: 4. (10) Reactant: OO.[NH2:3][C:4]1[CH:11]=[C:10]([N:12]2[C:24]3[CH:23]=[CH:22][CH:21]=[C:20]([C:25]4[NH:29][C:28]5[CH:30]=[C:31]([F:34])[CH:32]=[CH:33][C:27]=5[N:26]=4)[C:19]=3[C:18]3[C:13]2=[CH:14][CH:15]=[CH:16][CH:17]=3)[CH:9]=[CH:8][C:5]=1[C:6]#[N:7].CS(C)=[O:37].[OH-].[Na+]. Product: [NH2:3][C:4]1[CH:11]=[C:10]([N:12]2[C:24]3[CH:23]=[CH:22][CH:21]=[C:20]([C:25]4[NH:29][C:28]5[CH:30]=[C:31]([F:34])[CH:32]=[CH:33][C:27]=5[N:26]=4)[C:19]=3[C:18]3[C:13]2=[CH:14][CH:15]=[CH:16][CH:17]=3)[CH:9]=[CH:8][C:5]=1[C:6]([NH2:7])=[O:37]. The catalyst class is: 40.